This data is from Full USPTO retrosynthesis dataset with 1.9M reactions from patents (1976-2016). The task is: Predict the reactants needed to synthesize the given product. (1) The reactants are: [C:1]([C:5]1[C:10]([C:11]([O:13]CC)=[O:12])=[CH:9][N:8]=[CH:7][N:6]=1)([CH3:4])([CH3:3])[CH3:2].C(C1C(C(O)=O)=CN=C(N2CCOCC2)N=1)(C)(C)C. Given the product [C:1]([C:5]1[C:10]([C:11]([OH:13])=[O:12])=[CH:9][N:8]=[CH:7][N:6]=1)([CH3:4])([CH3:2])[CH3:3], predict the reactants needed to synthesize it. (2) Given the product [CH:1]([NH:3][C:4]1[S:5][CH:6]=[C:7]([CH2:9][C:10]([N:22]2[C:30]3[C:25](=[CH:26][C:27]([NH:31][C:32]([C:34]4[C:35]([C:40]5[CH:41]=[CH:42][C:43]([O:46][CH3:47])=[CH:44][CH:45]=5)=[CH:36][CH:37]=[CH:38][CH:39]=4)=[O:33])=[CH:28][CH:29]=3)[CH2:24][CH2:23]2)=[O:12])[N:8]=1)=[O:2], predict the reactants needed to synthesize it. The reactants are: [CH:1]([NH:3][C:4]1[S:5][CH:6]=[C:7]([CH2:9][C:10]([OH:12])=O)[N:8]=1)=[O:2].CN(C)C=O.S(Cl)(Cl)=O.[NH:22]1[C:30]2[C:25](=[CH:26][C:27]([NH:31][C:32]([C:34]3[C:35]([C:40]4[CH:45]=[CH:44][C:43]([O:46][CH3:47])=[CH:42][CH:41]=4)=[CH:36][CH:37]=[CH:38][CH:39]=3)=[O:33])=[CH:28][CH:29]=2)[CH2:24][CH2:23]1. (3) Given the product [I:22][C:19]1[N:18]=[N:17][C:16]([O:14][CH2:13][C:3]2[C:4]([C:7]3[CH:12]=[CH:11][CH:10]=[CH:9][CH:8]=3)=[N:5][O:6][C:2]=2[CH3:1])=[CH:21][CH:20]=1, predict the reactants needed to synthesize it. The reactants are: [CH3:1][C:2]1[O:6][N:5]=[C:4]([C:7]2[CH:12]=[CH:11][CH:10]=[CH:9][CH:8]=2)[C:3]=1[CH2:13][OH:14].Cl[C:16]1[N:17]=[N:18][C:19]([I:22])=[CH:20][CH:21]=1.ClC1N=NC(Cl)=CC=1. (4) Given the product [NH2:25][C:26]1[C:27]([C:36]([NH:45][C@H:44]([C:46]([O:48][CH3:49])=[O:47])[CH2:43][O:42][CH:40]([CH3:41])[CH3:39])=[O:38])=[CH:28][C:29]2[C:34]([CH:35]=1)=[CH:33][CH:32]=[CH:31][CH:30]=2, predict the reactants needed to synthesize it. The reactants are: CN(C(ON1N=NC2C=CC=NC1=2)=[N+](C)C)C.F[P-](F)(F)(F)(F)F.[NH2:25][C:26]1[C:27]([C:36]([OH:38])=O)=[CH:28][C:29]2[C:34]([CH:35]=1)=[CH:33][CH:32]=[CH:31][CH:30]=2.[CH3:39][CH:40]([O:42][CH2:43][C@@H:44]([C:46]([O:48][CH3:49])=[O:47])[NH2:45])[CH3:41].C(N(C(C)C)CC)(C)C. (5) Given the product [Cl:25][C:7]1[C:6]2=[N:13][N:14]([CH2:16][C:17]3[CH:22]=[CH:21][C:20]([O:23][CH3:24])=[CH:19][CH:18]=3)[CH:15]=[C:5]2[C:4]2[CH:3]=[C:2]([Cl:1])[CH:11]=[CH:10][C:9]=2[N:8]=1, predict the reactants needed to synthesize it. The reactants are: [Cl:1][C:2]1[CH:11]=[CH:10][C:9]2[NH:8][C:7](=O)[C:6]3=[N:13][N:14]([CH2:16][C:17]4[CH:22]=[CH:21][C:20]([O:23][CH3:24])=[CH:19][CH:18]=4)[CH:15]=[C:5]3[C:4]=2[CH:3]=1.[Cl:25]C1C=CC2NC(=O)C3=NN(C)C=C3C=2C=1. (6) Given the product [CH3:26][S:27]([O:1][CH:2]1[CH2:7][CH2:6][N:5]([C:8]2[CH:18]=[CH:17][C:11]([C:12]([O:14][CH2:15][CH3:16])=[O:13])=[CH:10][CH:9]=2)[CH2:4][CH2:3]1)(=[O:29])=[O:28], predict the reactants needed to synthesize it. The reactants are: [OH:1][CH:2]1[CH2:7][CH2:6][N:5]([C:8]2[CH:18]=[CH:17][C:11]([C:12]([O:14][CH2:15][CH3:16])=[O:13])=[CH:10][CH:9]=2)[CH2:4][CH2:3]1.CCN(CC)CC.[CH3:26][S:27](Cl)(=[O:29])=[O:28].